Dataset: Full USPTO retrosynthesis dataset with 1.9M reactions from patents (1976-2016). Task: Predict the reactants needed to synthesize the given product. The reactants are: [Cl:1][C:2]1[CH:7]=[CH:6][C:5]([NH:8][C:9]([NH:11][C:12]2[CH:17]=[CH:16][C:15]([OH:18])=[CH:14][CH:13]=2)=[O:10])=[CH:4][C:3]=1[C:19]([F:22])([F:21])[F:20].CC(C)([O-])C.[K+].Cl[C:30]1[CH:35]=[CH:34][N:33]=[C:32]([C:36]([NH:38][CH3:39])=[O:37])[CH:31]=1. Given the product [Cl:1][C:2]1[CH:7]=[CH:6][C:5]([NH:8][C:9](=[O:10])[NH:11][C:12]2[CH:13]=[CH:14][C:15]([O:18][C:30]3[CH:35]=[CH:34][N:33]=[C:32]([C:36]([NH:38][CH3:39])=[O:37])[CH:31]=3)=[CH:16][CH:17]=2)=[CH:4][C:3]=1[C:19]([F:20])([F:21])[F:22], predict the reactants needed to synthesize it.